From a dataset of Full USPTO retrosynthesis dataset with 1.9M reactions from patents (1976-2016). Predict the reactants needed to synthesize the given product. (1) Given the product [N+:1]([C:4]1[CH:9]=[C:8]([N+:10]([O-:12])=[O:11])[CH:7]=[CH:6][C:5]=1[O-:13])([O-:3])=[O:2].[NH2:1][N+:26]1[CH:25]=[CH:24][CH:23]=[C:17]([C:18]([O:20][CH2:21][CH3:22])=[O:19])[C:16]=1[NH2:15], predict the reactants needed to synthesize it. The reactants are: [N+:1]([C:4]1[CH:9]=[C:8]([N+:10]([O-:12])=[O:11])[CH:7]=[CH:6][C:5]=1[O:13]N)([O-:3])=[O:2].[NH2:15][C:16]1[N:26]=[CH:25][CH:24]=[CH:23][C:17]=1[C:18]([O:20][CH2:21][CH3:22])=[O:19]. (2) Given the product [C:17]([O:21][C:22](=[O:26])[C@H:23]([CH3:25])[NH:24][S:12]([C:9]1[CH:10]=[C:11]2[C:6]([C:5]([Cl:16])=[CH:4][N:3]=[C:2]2[Cl:1])=[CH:7][CH:8]=1)(=[O:14])=[O:13])([CH3:20])([CH3:19])[CH3:18], predict the reactants needed to synthesize it. The reactants are: [Cl:1][C:2]1[C:11]2[C:6](=[CH:7][CH:8]=[C:9]([S:12](Cl)(=[O:14])=[O:13])[CH:10]=2)[C:5]([Cl:16])=[CH:4][N:3]=1.[C:17]([O:21][C:22](=[O:26])[C@H:23]([CH3:25])[NH2:24])([CH3:20])([CH3:19])[CH3:18].CCN(CC)CC. (3) The reactants are: Cl.[C:2](=[NH:10])([NH2:9])[C:3]1[CH:8]=[CH:7][CH:6]=[N:5][CH:4]=1.[Cl:11][C:12]1[CH:19]=[C:18]([F:20])[CH:17]=[CH:16][C:13]=1[CH:14]=O.O=[C:22]([CH3:29])[CH2:23][C:24]([O:26][CH2:27][CH3:28])=[O:25]. Given the product [Cl:11][C:12]1[CH:19]=[C:18]([F:20])[CH:17]=[CH:16][C:13]=1[CH:14]1[C:23]([C:24]([O:26][CH2:27][CH3:28])=[O:25])=[C:22]([CH3:29])[NH:9][C:2]([C:3]2[CH:4]=[N:5][CH:6]=[CH:7][CH:8]=2)=[N:10]1, predict the reactants needed to synthesize it. (4) Given the product [CH2:9]([O:8][P:1]([O-:13])([O:3][CH2:4][CH2:5][CH2:6][CH3:7])=[O:2])[CH2:10][CH2:11][CH3:12].[CH3:23][NH+:24]1[CH2:28][CH:27]([CH3:29])[N:26]([CH3:30])[CH:25]1[CH3:31], predict the reactants needed to synthesize it. The reactants are: [P:1]([O:13]CCCC)([O:8][CH2:9][CH2:10][CH2:11][CH3:12])([O:3][CH2:4][CH2:5][CH2:6][CH3:7])=[O:2].COC(=O)[O-].[CH3:23][NH+:24]1[CH2:28][CH:27]([CH3:29])[N:26]([CH3:30])[CH:25]1[CH3:31].O. (5) Given the product [F:12][C:11]([F:14])([F:13])[S:8]([O:33][C:32]1[C:31]([O:34][CH2:35][CH3:36])=[CH:30][C:27]([CH:28]=[O:29])=[CH:26][C:25]=1[CH:22]1[CH2:23][CH2:24]1)(=[O:10])=[O:9], predict the reactants needed to synthesize it. The reactants are: C1C=CC(N([S:8]([C:11]([F:14])([F:13])[F:12])(=[O:10])=[O:9])[S:8]([C:11]([F:14])([F:13])[F:12])(=[O:10])=[O:9])=CC=1.[CH:22]1([C:25]2[CH:26]=[C:27]([CH:30]=[C:31]([O:34][CH2:35][CH3:36])[C:32]=2[OH:33])[CH:28]=[O:29])[CH2:24][CH2:23]1.CCN(C(C)C)C(C)C.Cl. (6) The reactants are: [CH3:1][S:2][C:3]1[CH:11]=[C:10]2[C:6]([CH:7]=[CH:8][NH:9]2)=[CH:5][CH:4]=1.[OH-].[Na+].[C:14]1([S:20](Cl)(=[O:22])=[O:21])[CH:19]=[CH:18][CH:17]=[CH:16][CH:15]=1. Given the product [CH3:1][S:2][C:3]1[CH:11]=[C:10]2[C:6]([CH:7]=[CH:8][N:9]2[S:20]([C:14]2[CH:19]=[CH:18][CH:17]=[CH:16][CH:15]=2)(=[O:22])=[O:21])=[CH:5][CH:4]=1, predict the reactants needed to synthesize it. (7) Given the product [Cl:30][C:27]1[CH:28]=[CH:29][C:24]([C:21]2[O:22][CH:23]=[C:19]([CH2:18][S:17][C:4]3[C:5]([C:15]#[N:16])=[C:6]([C:10]4[S:14][CH:13]=[N:12][CH:11]=4)[C:7]([C:8]#[N:9])=[C:2]([N:32]4[CH2:35][CH:34]([OH:36])[CH2:33]4)[N:3]=3)[N:20]=2)=[CH:25][CH:26]=1, predict the reactants needed to synthesize it. The reactants are: Cl[C:2]1[C:7]([C:8]#[N:9])=[C:6]([C:10]2[S:14][CH:13]=[N:12][CH:11]=2)[C:5]([C:15]#[N:16])=[C:4]([S:17][CH2:18][C:19]2[N:20]=[C:21]([C:24]3[CH:29]=[CH:28][C:27]([Cl:30])=[CH:26][CH:25]=3)[O:22][CH:23]=2)[N:3]=1.Cl.[NH:32]1[CH2:35][CH:34]([OH:36])[CH2:33]1.C(N(C(C)C)C(C)C)C. (8) Given the product [CH:14]1[CH:13]=[C:12]2[C:11]([N:10]([C@H:4]3[CH:5]4[CH2:8][CH2:9][N:2]([CH2:7][CH2:6]4)[CH2:3]3)[CH2:19][C@H:18]3[CH2:20][CH2:21][CH2:22][C:16](=[C:17]23)[CH:15]=1)=[O:23].[ClH:1], predict the reactants needed to synthesize it. The reactants are: [ClH:1].[N:2]12[CH2:9][CH2:8][CH:5]([CH2:6][CH2:7]1)[C@H:4]([N:10]1[CH:19]=[C:18]3[CH2:20][CH2:21][CH2:22][C:16]4[C:17]3=[C:12]([CH:13]=[CH:14][CH:15]=4)[C:11]1=[O:23])[CH2:3]2. (9) Given the product [N+:11]([C:10]1[CH:9]=[C:8]2[C:4]([CH:5]=[N:6][N:7]2[C:14]([C:27]2[CH:32]=[CH:31][CH:30]=[CH:29][CH:28]=2)([C:21]2[CH:26]=[CH:25][CH:24]=[CH:23][CH:22]=2)[C:15]2[CH:20]=[CH:19][CH:18]=[CH:17][CH:16]=2)=[CH:3][C:2]=1[CH:33]=[CH2:34])([O-:13])=[O:12], predict the reactants needed to synthesize it. The reactants are: Br[C:2]1[CH:3]=[C:4]2[C:8](=[CH:9][C:10]=1[N+:11]([O-:13])=[O:12])[N:7]([C:14]([C:27]1[CH:32]=[CH:31][CH:30]=[CH:29][CH:28]=1)([C:21]1[CH:26]=[CH:25][CH:24]=[CH:23][CH:22]=1)[C:15]1[CH:20]=[CH:19][CH:18]=[CH:17][CH:16]=1)[N:6]=[CH:5]2.[CH2:33]([Sn](CCCC)(CCCC)C=C)[CH2:34]CC.